Dataset: Full USPTO retrosynthesis dataset with 1.9M reactions from patents (1976-2016). Task: Predict the reactants needed to synthesize the given product. (1) Given the product [CH:13]([C:8]1[C:9](=[O:10])[N:4]([N+:1]([O-:3])=[O:2])[C:5](=[O:11])[NH:6][CH:7]=1)=[CH2:14], predict the reactants needed to synthesize it. The reactants are: [N+:1]([N:4]1[C:9](=[O:10])[CH:8]=[CH:7][NH:6][C:5]1=[O:11])([O-:3])=[O:2].N1CCC[CH2:14][CH2:13]1. (2) Given the product [Br:1][C:2]1[CH:10]=[C:9]2[C:5]([CH:6]([CH3:12])[C:7](=[O:11])[NH:8]2)=[CH:4][CH:3]=1, predict the reactants needed to synthesize it. The reactants are: [Br:1][C:2]1[CH:10]=[C:9]2[C:5]([C:6](C)([C:12](OC)=O)[C:7](=[O:11])[NH:8]2)=[CH:4][CH:3]=1.C(O)(C(F)(F)F)=O. (3) The reactants are: [C:1]([CH2:4][N:5]1[C:9]2=[N:10][CH:11]=[CH:12][C:13]([Cl:14])=[C:8]2[C:7]([C:15]([OH:17])=O)=[CH:6]1)(=[O:3])[NH2:2].CCN(CC)CC.[NH2:25][CH2:26][C:27]1([OH:35])[CH2:32][CH2:31][C:30]([F:34])([F:33])[CH2:29][CH2:28]1.C(Cl)CCl.N1(O)C2C=CC=CC=2N=N1. Given the product [F:33][C:30]1([F:34])[CH2:29][CH2:28][C:27]([CH2:26][NH:25][C:15]([C:7]2[C:8]3[C:9](=[N:10][CH:11]=[CH:12][C:13]=3[Cl:14])[N:5]([CH2:4][C:1](=[O:3])[NH2:2])[CH:6]=2)=[O:17])([OH:35])[CH2:32][CH2:31]1, predict the reactants needed to synthesize it. (4) Given the product [CH2:1]([C:3]1[CH:8]=[C:7]([OH:13])[CH:6]=[C:5]([CH:9]([CH3:11])[CH3:10])[C:4]=1[OH:12])[CH3:2], predict the reactants needed to synthesize it. The reactants are: [CH2:1]([C:3]1[CH:8]=[CH:7][CH:6]=[C:5]([CH:9]([CH3:11])[CH3:10])[C:4]=1[OH:12])[CH3:2].[OH2:13]. (5) Given the product [Cl:15][C:10]1[CH:9]=[C:8]([NH:7][C:4]2[C:3]([C:16]([NH2:18])=[O:17])=[C:2]([N:1]=[CH:24][C:23]3[CH:26]=[CH:27][C:20]([OH:19])=[CH:21][CH:22]=3)[NH:6][N:5]=2)[CH:13]=[CH:12][C:11]=1[F:14], predict the reactants needed to synthesize it. The reactants are: [NH2:1][C:2]1[NH:6][N:5]=[C:4]([NH:7][C:8]2[CH:13]=[CH:12][C:11]([F:14])=[C:10]([Cl:15])[CH:9]=2)[C:3]=1[C:16]([NH2:18])=[O:17].[OH:19][C:20]1[CH:27]=[CH:26][C:23]([CH:24]=O)=[CH:22][CH:21]=1. (6) Given the product [CH3:1][O:2][C:3]1[CH:4]=[C:5]([CH:9]=[CH:10][CH:11]=[C:12]2[CH2:17][CH2:16][N:15]([C:19]3[C:24]([N+:25]([O-:27])=[O:26])=[CH:23][CH:22]=[C:21]([CH3:28])[N:20]=3)[CH2:14][CH2:13]2)[CH:6]=[CH:7][CH:8]=1, predict the reactants needed to synthesize it. The reactants are: [CH3:1][O:2][C:3]1[CH:4]=[C:5]([CH:9]=[CH:10][CH:11]=[C:12]2[CH2:17][CH2:16][NH:15][CH2:14][CH2:13]2)[CH:6]=[CH:7][CH:8]=1.Cl[C:19]1[C:24]([N+:25]([O-:27])=[O:26])=[CH:23][CH:22]=[C:21]([CH3:28])[N:20]=1.C(N(CC)CC)C.O. (7) Given the product [ClH:38].[OH:7][NH:8][C:9](=[O:37])[CH2:10][C@@:11]1([C:27]2[S:28][C:29]([C:32]3[O:33][CH:34]=[CH:35][CH:36]=3)=[CH:30][CH:31]=2)[S:17](=[O:19])(=[O:18])[CH2:16][CH2:15][NH:14][CH2:13][CH2:12]1, predict the reactants needed to synthesize it. The reactants are: O1CCCCC1[O:7][NH:8][C:9](=[O:37])[CH2:10][C@@:11]1([C:27]2[S:28][C:29]([C:32]3[O:33][CH:34]=[CH:35][CH:36]=3)=[CH:30][CH:31]=2)[S:17](=[O:19])(=[O:18])[CH2:16][CH2:15][N:14](C(OC(C)(C)C)=O)[CH2:13][CH2:12]1.[ClH:38].